Dataset: Microsomal clearance measurements from AstraZeneca. Task: Regression/Classification. Given a drug SMILES string, predict its absorption, distribution, metabolism, or excretion properties. Task type varies by dataset: regression for continuous measurements (e.g., permeability, clearance, half-life) or binary classification for categorical outcomes (e.g., BBB penetration, CYP inhibition). For this dataset (clearance_microsome_az), we predict log10(clearance) (log10 of the in vitro intrinsic clearance, CLint, in uL/min per mg of human liver microsomal protein, equivalently mL/min/g; values are censored to the assay range of 3 to 150, which is 0.477 to 2.18 on this log10 scale). (1) The compound is Cc1ccc(-n2nc(C(C)(C)C)cc2NC(=O)Nc2ccc(OCCN3CCOCC3)c3ccccc23)cc1. The log10(clearance) is 2.09. (2) The drug is CNCc1ccc(-c2[nH]c3cc(F)cc4c3c2CCNC4=O)cc1. The log10(clearance) is 0.740. (3) The drug is CCNC(=O)C[C@@H]1N=C(c2ccc(Cl)cc2)c2cc(OC)ccc2-n2c(C)nnc21. The log10(clearance) is 1.15. (4) The drug is CCCCC(=O)N(Cc1ccc(-c2ccccc2-c2nnn[nH]2)cc1)[C@H](C(=O)O)C(C)C. The log10(clearance) is 0.480. (5) The compound is C[C@H](CO)Nc1nc(SCc2ccccc2F)nc2nc(N)sc12. The log10(clearance) is 0.910. (6) The log10(clearance) is 0.480. The molecule is COc1ccnc(NC2CCN(C(=O)c3ccccc3)CC2)c1. (7) The drug is O=C(c1ccc(OCCN2CCCCC2)cc1)c1c(-c2ccc(O)cc2)sc2cc(O)ccc12. The log10(clearance) is 1.32. (8) The compound is Cc1cc(CCCOc2c(Cl)cc(C3=NCCO3)cc2Cl)on1. The log10(clearance) is 1.82.